Dataset: Tyrosyl-DNA phosphodiesterase HTS with 341,365 compounds. Task: Binary Classification. Given a drug SMILES string, predict its activity (active/inactive) in a high-throughput screening assay against a specified biological target. (1) The compound is S(=O)(=O)(N1CCOCC1)c1cc(c(F)cc1)C(=O)NCCN1C(=O)C(/SC1=O)=C/c1cccnc1. The result is 0 (inactive). (2) The compound is O1C(C(O)Cc2c1cc(O)cc2O)c1cc(O)c(O)c(O)c1. The result is 1 (active). (3) The compound is s1c2c(nc1NC(=O)CSc1snc(SC)n1)cccc2. The result is 0 (inactive). (4) The drug is s1c(N2C(=O)C3C4C5C(ON=C5c5ccc(OCC#N)cc5)C(C3C2=O)C4)c(c2c1CCCC2)C#N. The result is 0 (inactive). (5) The drug is Cl\C(=C/Cn1c2c(n(c(=O)[nH]c2=O)C)nc1SCC=C)C. The result is 0 (inactive). (6) The compound is O(CC(=O)/C(=c1\[nH]c2c([nH]1)cccc2)C#N)c1c(cccc1)C. The result is 0 (inactive).